This data is from Reaction yield outcomes from USPTO patents with 853,638 reactions. The task is: Predict the reaction yield, written as a fraction of the theoretical maximum amount of product (1.0 means a 100% yield; for example, 0.34 means a 34% yield). The reactants are [CH3:1][O:2][C:3]([C:5]1[CH:6]=[N:7][N:8]([CH2:10][C:11]([OH:13])=O)[CH:9]=1)=[O:4].S(Cl)(Cl)=O.[NH2:18][C:19]1[CH:24]=[C:23]([Cl:25])[C:22]([C:26]2[CH:31]=[CH:30][C:29]([N:32]3[CH2:37][CH2:36][CH2:35][CH2:34][CH2:33]3)=[CH:28][CH:27]=2)=[CH:21][C:20]=1[C:38]([O:40][CH3:41])=[O:39]. The catalyst is C1(C)C=CC=CC=1.ClCCl. The product is [Cl:25][C:23]1[CH:24]=[C:19]([NH:18][C:11](=[O:13])[CH2:10][N:8]2[CH:9]=[C:5]([C:3]([O:2][CH3:1])=[O:4])[CH:6]=[N:7]2)[C:20]([C:38]([O:40][CH3:41])=[O:39])=[CH:21][C:22]=1[C:26]1[CH:27]=[CH:28][C:29]([N:32]2[CH2:37][CH2:36][CH2:35][CH2:34][CH2:33]2)=[CH:30][CH:31]=1. The yield is 0.970.